Dataset: Reaction yield outcomes from USPTO patents with 853,638 reactions. Task: Predict the reaction yield, written as a fraction of the theoretical maximum amount of product (1.0 means a 100% yield; for example, 0.34 means a 34% yield). (1) The reactants are Cl.[S:2]1[C:6]2[CH:7]=[CH:8][CH:9]=[CH:10][C:5]=2[C:4]([N:11]2[CH2:16][CH2:15][N:14]([CH2:17][CH2:18][C:19]3[CH:24]=[CH:23][C:22]([NH2:25])=[C:21]([CH3:26])[CH:20]=3)[CH2:13][CH2:12]2)=[N:3]1.C(N(CC)CC)C.[C:34]([Cl:42])(=[O:41])[C:35]1[CH:40]=[CH:39][CH:38]=[CH:37][CH:36]=1. The catalyst is C1COCC1. The yield is 0.590. The product is [ClH:42].[S:2]1[C:6]2[CH:7]=[CH:8][CH:9]=[CH:10][C:5]=2[C:4]([N:11]2[CH2:12][CH2:13][N:14]([CH2:17][CH2:18][C:19]3[CH:24]=[CH:23][C:22]([NH:25][C:34](=[O:41])[C:35]4[CH:40]=[CH:39][CH:38]=[CH:37][CH:36]=4)=[C:21]([CH3:26])[CH:20]=3)[CH2:15][CH2:16]2)=[N:3]1. (2) The reactants are [CH3:1][C:2]1([CH3:33])[C:6](=[O:7])[N:5]([C:8]2[CH:15]=[CH:14][C:11]([C:12]#[N:13])=[C:10]([C:16]([F:19])([F:18])[F:17])[CH:9]=2)[C:4](=[S:20])[N:3]1[C:21]1[CH:26]=[CH:25][C:24]([CH:27]2[CH2:32][CH2:31][NH:30][CH2:29][CH2:28]2)=[CH:23][CH:22]=1.[CH3:34][C:35]([CH3:84])([CH3:83])[C@H:36]([NH:61][C:62](=[O:82])[CH2:63][O:64][CH2:65][CH2:66][CH2:67][O:68][CH2:69][CH2:70]OS(C1C=CC(C)=CC=1)(=O)=O)[C:37]([N:39]1[CH2:43][C@H:42]([OH:44])[CH2:41][C@H:40]1[C:45]([NH:47][CH2:48][C:49]1[CH:54]=[CH:53][C:52]([C:55]2[S:59][CH:58]=[N:57][C:56]=2[CH3:60])=[CH:51][CH:50]=1)=[O:46])=[O:38].C(=O)([O-])[O-].[K+].[K+].O. The catalyst is CN(C)C=O. The product is [C:12]([C:11]1[CH:14]=[CH:15][C:8]([N:5]2[C:6](=[O:7])[C:2]([CH3:33])([CH3:1])[N:3]([C:21]3[CH:26]=[CH:25][C:24]([CH:27]4[CH2:32][CH2:31][N:30]([CH2:70][CH2:69][O:68][CH2:67][CH2:66][CH2:65][O:64][CH2:63][C:62]([NH:61][C@@H:36]([C:35]([CH3:34])([CH3:84])[CH3:83])[C:37]([N:39]5[CH2:43][C@H:42]([OH:44])[CH2:41][C@H:40]5[C:45]([NH:47][CH2:48][C:49]5[CH:54]=[CH:53][C:52]([C:55]6[S:59][CH:58]=[N:57][C:56]=6[CH3:60])=[CH:51][CH:50]=5)=[O:46])=[O:38])=[O:82])[CH2:29][CH2:28]4)=[CH:23][CH:22]=3)[C:4]2=[S:20])=[CH:9][C:10]=1[C:16]([F:17])([F:19])[F:18])#[N:13]. The yield is 0.0700. (3) The reactants are [C:1]([NH:4][NH:5][C:6]([C@@H:8]1[CH2:14][CH2:13][C@@H:12]2[CH2:15][N:9]1[C:10](=[O:24])[N:11]2[O:16]CC1C=CC=CC=1)=[O:7])(=[O:3])[CH3:2]. The catalyst is CO.[Pd]. The product is [C:1]([NH:4][NH:5][C:6]([C@@H:8]1[CH2:14][CH2:13][C@@H:12]2[CH2:15][N:9]1[C:10](=[O:24])[N:11]2[OH:16])=[O:7])(=[O:3])[CH3:2]. The yield is 0.950. (4) The reactants are [C:1]([N:8]1[CH2:13][CH2:12][CH:11]([CH2:14][CH2:15][OH:16])[CH2:10][CH2:9]1)([O:3][C:4]([CH3:7])([CH3:6])[CH3:5])=[O:2].CCN(CC)CC.[C:24]1([CH3:34])[CH:29]=[CH:28][C:27]([S:30](Cl)(=[O:32])=[O:31])=[CH:26][CH:25]=1. The catalyst is C(Cl)Cl. The product is [C:4]([O:3][C:1]([N:8]1[CH2:13][CH2:12][CH:11]([CH2:14][CH2:15][O:16][S:30]([C:27]2[CH:28]=[CH:29][C:24]([CH3:34])=[CH:25][CH:26]=2)(=[O:32])=[O:31])[CH2:10][CH2:9]1)=[O:2])([CH3:7])([CH3:6])[CH3:5]. The yield is 0.890.